From a dataset of Full USPTO retrosynthesis dataset with 1.9M reactions from patents (1976-2016). Predict the reactants needed to synthesize the given product. The reactants are: [CH3:1][O:2][CH2:3][CH2:4][C:5]1[C@H:6]2[CH2:11][C@@H:8]([CH2:9][CH:10]=1)[C:7]2([CH3:13])[CH3:12].C12BC(CCC1)CCC2.[O:23]1CCC[CH2:24]1. Given the product [CH3:1][O:2][CH2:3][CH2:4][C@H:5]1[C@H:10]([CH:24]=[O:23])[CH2:9][C@@H:8]2[CH2:11][C@H:6]1[C:7]2([CH3:13])[CH3:12], predict the reactants needed to synthesize it.